The task is: Regression. Given two drug SMILES strings and cell line genomic features, predict the synergy score measuring deviation from expected non-interaction effect.. This data is from NCI-60 drug combinations with 297,098 pairs across 59 cell lines. (1) Drug 1: CC(C1=C(C=CC(=C1Cl)F)Cl)OC2=C(N=CC(=C2)C3=CN(N=C3)C4CCNCC4)N. Drug 2: CC(C)NC(=O)C1=CC=C(C=C1)CNNC.Cl. Cell line: HL-60(TB). Synergy scores: CSS=34.6, Synergy_ZIP=11.3, Synergy_Bliss=7.65, Synergy_Loewe=-7.39, Synergy_HSA=1.69. (2) Drug 1: C1CCC(CC1)NC(=O)N(CCCl)N=O. Drug 2: C(=O)(N)NO. Cell line: TK-10. Synergy scores: CSS=3.42, Synergy_ZIP=-1.25, Synergy_Bliss=0.00721, Synergy_Loewe=-7.15, Synergy_HSA=0.0519. (3) Drug 1: C1CCN(CC1)CCOC2=CC=C(C=C2)C(=O)C3=C(SC4=C3C=CC(=C4)O)C5=CC=C(C=C5)O. Drug 2: C1C(C(OC1N2C=NC3=C(N=C(N=C32)Cl)N)CO)O. Cell line: OVCAR-4. Synergy scores: CSS=-5.56, Synergy_ZIP=1.62, Synergy_Bliss=-4.69, Synergy_Loewe=-8.48, Synergy_HSA=-8.56. (4) Drug 1: CC1C(C(=O)NC(C(=O)N2CCCC2C(=O)N(CC(=O)N(C(C(=O)O1)C(C)C)C)C)C(C)C)NC(=O)C3=C4C(=C(C=C3)C)OC5=C(C(=O)C(=C(C5=N4)C(=O)NC6C(OC(=O)C(N(C(=O)CN(C(=O)C7CCCN7C(=O)C(NC6=O)C(C)C)C)C)C(C)C)C)N)C. Drug 2: CC(C)NC(=O)C1=CC=C(C=C1)CNNC.Cl. Cell line: IGROV1. Synergy scores: CSS=18.2, Synergy_ZIP=-6.67, Synergy_Bliss=2.25, Synergy_Loewe=-25.6, Synergy_HSA=1.63. (5) Drug 1: CC1=C(C=C(C=C1)NC(=O)C2=CC=C(C=C2)CN3CCN(CC3)C)NC4=NC=CC(=N4)C5=CN=CC=C5. Drug 2: C(=O)(N)NO. Cell line: OVCAR-8. Synergy scores: CSS=-0.341, Synergy_ZIP=5.91, Synergy_Bliss=0.568, Synergy_Loewe=-2.61, Synergy_HSA=-1.61. (6) Drug 1: C1CCN(CC1)CCOC2=CC=C(C=C2)C(=O)C3=C(SC4=C3C=CC(=C4)O)C5=CC=C(C=C5)O. Drug 2: CCC1(CC2CC(C3=C(CCN(C2)C1)C4=CC=CC=C4N3)(C5=C(C=C6C(=C5)C78CCN9C7C(C=CC9)(C(C(C8N6C)(C(=O)OC)O)OC(=O)C)CC)OC)C(=O)OC)O.OS(=O)(=O)O. Cell line: HCT116. Synergy scores: CSS=67.1, Synergy_ZIP=10.1, Synergy_Bliss=8.51, Synergy_Loewe=-21.8, Synergy_HSA=7.43. (7) Drug 1: C1=NC2=C(N1)C(=S)N=C(N2)N. Drug 2: CCC(=C(C1=CC=CC=C1)C2=CC=C(C=C2)OCCN(C)C)C3=CC=CC=C3.C(C(=O)O)C(CC(=O)O)(C(=O)O)O. Cell line: NCI-H522. Synergy scores: CSS=27.8, Synergy_ZIP=0.648, Synergy_Bliss=0.115, Synergy_Loewe=-6.46, Synergy_HSA=0.162. (8) Drug 1: C1CCC(CC1)NC(=O)N(CCCl)N=O. Drug 2: CCCCCOC(=O)NC1=NC(=O)N(C=C1F)C2C(C(C(O2)C)O)O. Cell line: HCC-2998. Synergy scores: CSS=20.9, Synergy_ZIP=-1.40, Synergy_Bliss=3.08, Synergy_Loewe=2.01, Synergy_HSA=2.01. (9) Drug 1: C1C(C(OC1N2C=C(C(=O)NC2=O)F)CO)O. Drug 2: C1C(C(OC1N2C=NC3=C(N=C(N=C32)Cl)N)CO)O. Cell line: HOP-62. Synergy scores: CSS=39.5, Synergy_ZIP=-11.6, Synergy_Bliss=-9.27, Synergy_Loewe=-11.8, Synergy_HSA=-6.90. (10) Drug 1: CN1CCC(CC1)COC2=C(C=C3C(=C2)N=CN=C3NC4=C(C=C(C=C4)Br)F)OC. Drug 2: C1=NC2=C(N=C(N=C2N1C3C(C(C(O3)CO)O)F)Cl)N. Cell line: TK-10. Synergy scores: CSS=24.8, Synergy_ZIP=-7.49, Synergy_Bliss=-3.67, Synergy_Loewe=-3.99, Synergy_HSA=-0.133.